Predict the reactants needed to synthesize the given product. From a dataset of Full USPTO retrosynthesis dataset with 1.9M reactions from patents (1976-2016). (1) Given the product [C:1]([O:9][CH2:10][CH2:11][O:12][CH2:13][CH2:14][N:15]1[C:23]2[C:22]([NH:29][C:28]3[CH:30]=[CH:31][C:32]([O:33][CH2:34][C:35]4[CH:40]=[CH:39][CH:38]=[C:37]([F:41])[CH:36]=4)=[C:26]([Cl:25])[CH:27]=3)=[N:21][CH:20]=[N:19][C:18]=2[CH:17]=[CH:16]1)(=[O:8])[C:2]1[CH:7]=[CH:6][CH:5]=[CH:4][CH:3]=1, predict the reactants needed to synthesize it. The reactants are: [C:1]([O:9][CH2:10][CH2:11][O:12][CH2:13][CH2:14][N:15]1[C:23]2[C:22](Cl)=[N:21][CH:20]=[N:19][C:18]=2[CH:17]=[CH:16]1)(=[O:8])[C:2]1[CH:7]=[CH:6][CH:5]=[CH:4][CH:3]=1.[Cl:25][C:26]1[CH:27]=[C:28]([CH:30]=[CH:31][C:32]=1[O:33][CH2:34][C:35]1[CH:40]=[CH:39][CH:38]=[C:37]([F:41])[CH:36]=1)[NH2:29]. (2) Given the product [Br:1][C:5]1[C:4]([OH:3])=[CH:13][CH:12]=[C:11]2[C:6]=1[CH:7]=[CH:8][C:9]([CH2:14][NH:15][C:16]([C:18]1[C:22]3[CH:23]=[CH:24][CH:25]=[CH:26][C:21]=3[O:20][C:19]=1[CH2:27][CH2:28][CH2:29][CH3:30])=[O:17])=[CH:10]2, predict the reactants needed to synthesize it. The reactants are: [Br:1]Br.[OH:3][C:4]1[CH:5]=[C:6]2[C:11](=[CH:12][CH:13]=1)[CH:10]=[C:9]([CH2:14][NH:15][C:16]([C:18]1[C:22]3[CH:23]=[CH:24][CH:25]=[CH:26][C:21]=3[O:20][C:19]=1[CH2:27][CH2:28][CH2:29][CH3:30])=[O:17])[CH:8]=[CH:7]2. (3) Given the product [C:5]1([C:8]2[CH:9]=[CH:10][CH:11]=[CH:12][CH:13]=2)[CH:6]=[CH:7][C:2]([C:14]2[C:27]3[S:26][C:25]4[C:20](=[CH:21][CH:22]=[CH:23][CH:24]=4)[S:19][C:18]=3[CH:17]=[CH:16][CH:15]=2)=[CH:3][CH:4]=1, predict the reactants needed to synthesize it. The reactants are: Br[C:2]1[CH:7]=[CH:6][C:5]([C:8]2[CH:13]=[CH:12][CH:11]=[CH:10][CH:9]=2)=[CH:4][CH:3]=1.[C:14]1(B(O)O)[C:27]2[S:26][C:25]3[C:20](=[CH:21][CH:22]=[CH:23][CH:24]=3)[S:19][C:18]=2[CH:17]=[CH:16][CH:15]=1.C(=O)([O-])[O-].[K+].[K+]. (4) Given the product [C:42]([N:31]1[C:30](=[O:46])[C:29]([NH:28][CH2:27][CH2:26][CH2:25][O:1][C:2]2[CH:3]=[CH:4][C:5]([CH2:8][C:9]([N:11]([CH3:12])[CH3:13])=[O:10])=[CH:6][CH:7]=2)=[C:33]([C:34]2[CH:35]=[CH:36][CH:37]=[CH:38][CH:39]=2)[S:32]1(=[O:40])=[O:41])([CH3:43])([CH3:44])[CH3:45], predict the reactants needed to synthesize it. The reactants are: [OH:1][C:2]1[CH:7]=[CH:6][C:5]([CH2:8][C:9]([N:11]([CH3:13])[CH3:12])=[O:10])=[CH:4][CH:3]=1.CC1C=CC(S(O[CH2:25][CH2:26][CH2:27][NH:28][C:29]2[C:30](=[O:46])[N:31]([C:42]([CH3:45])([CH3:44])[CH3:43])[S:32](=[O:41])(=[O:40])[C:33]=2[C:34]2[CH:39]=[CH:38][CH:37]=[CH:36][CH:35]=2)(=O)=O)=CC=1. (5) Given the product [CH2:24]([C:21]1[CH:22]=[CH:23][C:18]([N:16]2[C:9]3[N:10]=[C:11]([S:14][CH3:15])[N:12]=[CH:13][C:8]=3[C:7](=[O:26])[C:6]([C:4]([OH:5])=[O:3])=[CH:17]2)=[CH:19][CH:20]=1)[CH3:25], predict the reactants needed to synthesize it. The reactants are: C([O:3][C:4]([C:6]1[C:7](=[O:26])[C:8]2[CH:13]=[N:12][C:11]([S:14][CH3:15])=[N:10][C:9]=2[N:16]([C:18]2[CH:23]=[CH:22][C:21]([CH2:24][CH3:25])=[CH:20][CH:19]=2)[CH:17]=1)=[O:5])C.